From a dataset of Forward reaction prediction with 1.9M reactions from USPTO patents (1976-2016). Predict the product of the given reaction. Given the reactants [CH2:1](Cl)[C:2]1[CH:7]=[CH:6][CH:5]=[CH:4][CH:3]=1.C([S:16][C:17]1[S:18][CH2:19][CH2:20][N:21]=1)C1C=CC=CC=1, predict the reaction product. The product is: [CH2:1]([N:21]1[CH:20]=[CH:19][S:18][C:17]1=[S:16])[C:2]1[CH:7]=[CH:6][CH:5]=[CH:4][CH:3]=1.